This data is from Forward reaction prediction with 1.9M reactions from USPTO patents (1976-2016). The task is: Predict the product of the given reaction. (1) Given the reactants O[C:2]1[C:7]([CH2:8][CH2:9][CH3:10])=[C:6]([OH:11])[CH:5]=[CH:4][C:3]=1[C:12](=[N:17][OH:18])[C:13]([F:16])([F:15])[F:14].C1(P(C2C=CC=CC=2)C2C=CC=CC=2)C=CC=CC=1.N(C(OCC)=O)=NC(OCC)=O.O, predict the reaction product. The product is: [CH2:8]([C:7]1[C:2]2[O:18][N:17]=[C:12]([C:13]([F:14])([F:15])[F:16])[C:3]=2[CH:4]=[CH:5][C:6]=1[OH:11])[CH2:9][CH3:10]. (2) Given the reactants [Cl:1][C:2]1[N:3]=[C:4](Cl)[C:5]2[C:10]([C:11]3[CH:20]=[CH:19][C:14]4[N:15]=[C:16]([CH3:18])[O:17][C:13]=4[CH:12]=3)=[CH:9][N:8]([CH2:21][O:22][CH2:23][CH2:24][Si:25]([CH3:28])([CH3:27])[CH3:26])[C:6]=2[N:7]=1.[CH3:30][CH:31]([OH:33])[CH3:32].CC(C)([O-])C.[Na+], predict the reaction product. The product is: [Cl:1][C:2]1[N:3]=[C:4]([O:33][CH:31]([CH3:32])[CH3:30])[C:5]2[C:10]([C:11]3[CH:20]=[CH:19][C:14]4[N:15]=[C:16]([CH3:18])[O:17][C:13]=4[CH:12]=3)=[CH:9][N:8]([CH2:21][O:22][CH2:23][CH2:24][Si:25]([CH3:28])([CH3:27])[CH3:26])[C:6]=2[N:7]=1. (3) Given the reactants [C:1]1([C:7]([N:9]2[CH2:14][CH2:13][N:12]([CH:15]3[CH2:18][N:17]([C:19]([C:21]4[CH:39]=[CH:38][C:24]([O:25][C@H:26]5[CH2:30][CH2:29][N:28](C(OC(C)(C)C)=O)[CH2:27]5)=[CH:23][CH:22]=4)=[O:20])[CH2:16]3)[CH2:11][CH2:10]2)=[O:8])[CH:6]=[CH:5][CH:4]=[CH:3][CH:2]=1.C(O)(C(F)(F)F)=O, predict the reaction product. The product is: [C:1]1([C:7]([N:9]2[CH2:10][CH2:11][N:12]([CH:15]3[CH2:16][N:17]([C:19]([C:21]4[CH:39]=[CH:38][C:24]([O:25][C@H:26]5[CH2:30][CH2:29][NH:28][CH2:27]5)=[CH:23][CH:22]=4)=[O:20])[CH2:18]3)[CH2:13][CH2:14]2)=[O:8])[CH:2]=[CH:3][CH:4]=[CH:5][CH:6]=1. (4) Given the reactants [CH3:1][O:2][C:3](=[O:21])[C:4]([S:12]([C:15]1[CH:20]=[CH:19][CH:18]=[CH:17][CH:16]=1)(=[O:14])=[O:13])([F:11])[CH:5]1[CH2:9][CH2:8][C:7](=O)[CH2:6]1.Cl.[Cl:23][C:24]1[CH:29]=[CH:28][C:27]([NH:30]N)=[CH:26][CH:25]=1, predict the reaction product. The product is: [CH3:1][O:2][C:3](=[O:21])[C:4]([S:12]([C:15]1[CH:20]=[CH:19][CH:18]=[CH:17][CH:16]=1)(=[O:14])=[O:13])([CH:5]1[CH2:9][C:8]2[NH:30][C:27]3[CH:26]=[CH:25][C:24]([Cl:23])=[CH:29][C:28]=3[C:7]=2[CH2:6]1)[F:11]. (5) Given the reactants [OH:1][C:2]1[CH:11]=[C:10]2[C:5]([CH2:6][CH2:7][CH2:8][C:9]2=[O:12])=[CH:4][C:3]=1[O:13][CH3:14].[CH2:15](Br)[C:16]1[CH:21]=[CH:20][CH:19]=[CH:18][CH:17]=1.C([O-])([O-])=O.[K+].[K+].O, predict the reaction product. The product is: [CH2:15]([O:1][C:2]1[CH:11]=[C:10]2[C:5]([CH2:6][CH2:7][CH2:8][C:9]2=[O:12])=[CH:4][C:3]=1[O:13][CH3:14])[C:16]1[CH:21]=[CH:20][CH:19]=[CH:18][CH:17]=1. (6) Given the reactants [CH2:1]([N:9]1[C:17]2[C:12](=[CH:13][C:14]([C:18]3[CH:19]=[C:20]([CH3:24])[CH:21]=[CH:22][CH:23]=3)=[CH:15][CH:16]=2)[C:11]([CH:25]=[O:26])=[CH:10]1)[CH2:2][CH2:3][CH2:4][CH2:5][CH2:6][CH2:7][CH3:8].[K].OO.[O-:30][Mn](=O)(=O)=O.[K+], predict the reaction product. The product is: [CH2:1]([N:9]1[C:17]2[C:12](=[CH:13][C:14]([C:18]3[CH:19]=[C:20]([CH3:24])[CH:21]=[CH:22][CH:23]=3)=[CH:15][CH:16]=2)[C:11]([C:25]([OH:30])=[O:26])=[CH:10]1)[CH2:2][CH2:3][CH2:4][CH2:5][CH2:6][CH2:7][CH3:8]. (7) Given the reactants C(N(CC)CC)C.[CH:8]([C:10]1[C:18]2[C:13](=[CH:14][CH:15]=[CH:16][CH:17]=2)[N:12](C(OC(C)(C)C)=O)[CH:11]=1)=[O:9].[CH:26](=[N:33][C:34]1[CH:35]=[N:36][CH:37]=[C:38]([O:40][CH:41]([CH3:43])[CH3:42])[CH:39]=1)[C:27]1[CH:32]=[CH:31][CH:30]=[CH:29][CH:28]=1, predict the reaction product. The product is: [NH:12]1[C:13]2[C:18](=[CH:17][CH:16]=[CH:15][CH:14]=2)[C:10]([C:8](=[O:9])[CH:26]([NH:33][C:34]2[CH:35]=[N:36][CH:37]=[C:38]([O:40][CH:41]([CH3:43])[CH3:42])[CH:39]=2)[C:27]2[CH:28]=[CH:29][CH:30]=[CH:31][CH:32]=2)=[CH:11]1. (8) The product is: [CH3:41][O:42][CH2:43][C:44]([NH:26][CH2:25][C:22]1[S:21][C:20]([C:18]2[S:19][C:15]([C:13]3[CH:12]=[CH:11][N:10]=[C:9]([NH:8][CH:6]4[CH2:7][C:2]([CH3:1])([CH3:33])[NH:3][C:4]([CH3:31])([CH3:32])[CH2:5]4)[N:14]=3)=[CH:16][CH:17]=2)=[CH:24][CH:23]=1)=[O:45]. Given the reactants [CH3:1][C:2]1([CH3:33])[CH2:7][CH:6]([NH:8][C:9]2[N:14]=[C:13]([C:15]3[S:19][C:18]([C:20]4[S:21][C:22]([CH2:25][NH:26]S(C)(=O)=O)=[CH:23][CH:24]=4)=[CH:17][CH:16]=3)[CH:12]=[CH:11][N:10]=2)[CH2:5][C:4]([CH3:32])([CH3:31])[NH:3]1.C(N(CC)CC)C.[CH3:41][O:42][CH2:43][C:44](Cl)=[O:45], predict the reaction product.